From a dataset of Drug-target binding data from BindingDB using IC50 measurements. Regression. Given a target protein amino acid sequence and a drug SMILES string, predict the binding affinity score between them. We predict pIC50 (pIC50 = -log10(IC50 in M); higher means more potent). Dataset: bindingdb_ic50. (1) The drug is COc1cccc(CC(=O)N2Cc3ccc(S(=O)(=O)Nc4cnn(C5CC(F)(F)C5)n4)cc3C2)c1. The target protein (Q09327) has sequence MKMRRYKLFLMFCMAGLCLISFLHFFKTLSYVTFPRELASLSPNLVSSFFWNNAPVTPQASPEPGGPDLLRTPLYSHSPLLQPLPPSKAAEELHRVDLVLPEDTTEYFVRTKAGGVCFKPGTKMLERPPPGRPEEKPEGANGSSARRPPRYLLSARERTGGRGARRKWVECVCLPGWHGPSCGVPTVVQYSNLPTKERLVPREVPRRVINAINVNHEFDLLDVRFHELGDVVDAFVVCESNFTAYGEPRPLKFREMLTNGTFEYIRHKVLYVFLDHFPPGGRQDGWIADDYLRTFLTQDGVSRLRNLRPDDVFIIDDADEIPARDGVLFLKLYDGWTEPFAFHMRKSLYGFFWKQPGTLEVVSGCTVDMLQAVYGLDGIRLRRRQYYTMPNFRQYENRTGHILVQWSLGSPLHFAGWHCSWCFTPEGIYFKLVSAQNGDFPRWGDYEDKRDLNYIRGLIRTGGWFDGTQQEYPPADPSEHMYAPKYLLKNYDRFHYLLDN.... The pIC50 is 7.2. (2) The small molecule is CCC(C)Sc1nc2c(c(=O)n1-c1ccccc1)SCC2. The target protein sequence is MRSGAAPRARPRPPALALPPTGPESLTHFPFSDEDTRRHPPGRSV. The pIC50 is 4.6. (3) The drug is CC(C)(CO)C(=O)N(O)Cc1ccccc1Cl. The target protein (Q4QKG6) has sequence MTNNMNNYPLLSLINSPEDLRLLNKDQLPQLCQELRAYLLESVSQTSGHLASGLGTVELTVALHYVYKTPFDQLIWDVGHQAYPHKILTGRREQMSTIRQKDGIHPFPWREESEFDVLSVGHSSTSISAGLGIAVAAERENAGRKTVCVIGDGAITAGMAFEALNHAGALHTDMLVILNDNEMSISENVGALNNHLARIFSGSLYSTLRDGSKKILDKVPPIKNFMKKTEEHMKGVMFSPESTLFEELGFNYIGPVDGHNIDELVAMLTNMRNLKGPQFLHIKTKKGKGYAPAEKDPIGFHGVPKFDPISGELPKNNSKPTYSKIFGDWLCEMAEKDAKIIGITPAMREGSGMVEFSQRFPKQYFDVAIAEQHTVTFATGLAIGGYKPVVAIYSTFLQRAYDQLIHDVAIQNLPVLFAIDRAGIVGADGATHQGAFDISFMRCIPNMIIMTPSDENECRQMLYTGYQCGKPAAVRYPRGNAVGVKLTPLEMLPIGKSRLI.... The pIC50 is 5.5. (4) The small molecule is Cc1nc(-c2cccc(C(=O)N3CCCC(C(=O)Nc4ccc(Cl)cc4)C3)c2)no1. The target protein (P61586) has sequence MAAIRKKLVIVGDGACGKTCLLIVFSKDQFPEVYVPTVFENYVADIEVDGKQVELALWDTAGQEDYDRLRPLSYPDTDVILMCFSIDSPDSLENIPEKWTPEVKHFCPNVPIILVGNKKDLRNDEHTRRELAKMKQEPVKPEEGRDMANRIGAFGYMECSAKTKDGVREVFEMATRAALQARRGKKKSGCLVL. The pIC50 is 4.1. (5) The small molecule is CCCCCCCCNC1CC(C)C(O)C(O)C1O. The target protein (Q9H227) has sequence MAFPAGFGWAAATAAYQVEGGWDADGKGPCVWDTFTHQGGERVFKNQTGDVACGSYTLWEEDLKCIKQLGLTHYRFSLSWSRLLPDGTTGFINQKGIDYYNKIIDDLLKNGVTPIVTLYHFDLPQTLEDQGGWLSEAIIESFDKYAQFCFSTFGDRVKQWITINEANVLSVMSYDLGMFPPGIPHFGTGGYQAAHNLIKAHARSWHSYDSLFRKKQKGMVSLSLFAVWLEPADPNSVSDQEAAKRAITFHLDLFAKPIFIDGDYPEVVKSQIASMSQKQGYPSSRLPEFTEEEKKMIKGTADFFAVQYYTTRLIKYQENKKGELGILQDAEIEFFPDPSWKNVDWIYVVPWGVCKLLKYIKDTYNNPVIYITENGFPQSDPAPLDDTQRWEYFRQTFQELFKAIQLDKVNLQVYCAWSLLDNFEWNQGYSSRFGLFHVDFEDPARPRVPYTSAKEYAKIIRNNGLEAHL. The pIC50 is 3.0. (6) The drug is COC1=C(C(=O)[C@@H](C)[C@H]2[C@@H](O)CCCN3[C@H]([C@@H]4C[C@H](C)C(=O)O4)CC[C@@H]23)OC(=O)C1C. The target protein sequence is MPRRAAPHRAGPLLLLVALAALAGCAANPDAKRLYDDLLSNYNKLVRPVLNVSDALTVRIKLKLSQLIDVNLKNQIMTTNLWVEQSWYDYKLSWEPREYGGVEMLHVPSDHIWRPDIVLYNNADGNFEVTLATKATLNYTGRVEWRPPAIYKSSCEIDVEYFPFDQQTCVMKFGSWTYDGFQVDLRHIDEARGTNVVELGVDLSEFYTSVEWDILEVPAVRNEKFYTCCDEPYLDITFNITMRRKTLFYTVNLIIPCMGISFLTVLVFYLPSDSGEKVSLSISILLSLTVFFLLLAEIIPPTSLVVPLLGKFVLFTMILDTFSICVTVVVLNVHFRSPQTHTMAPWVRRVFIHVLPRLLVMRRPHYRVDPHRSRFAGLVTAVSESAPWEDGSPLGAGLGAGPGPPEPACAACRSCRLHDAPALCDALRRWHRCPELNKAIDGINYIAEQTRKEEESTRVKEDWKYVAMVLDRLFLWIFTLAVVVGSAGIILQAPTLYDER.... The pIC50 is 5.0. (7) The drug is CCOc1ccc(-c2ccc(Cn3c(CC(C)(C)C(=O)O)c(SC(C)(C)C)c4cc(OCc5ccc(C)cn5)ccc43)cc2)cn1. The target protein (P20291) has sequence MDQEAVGNVVLLAIVTLISVVQNAFFAHKVELESKAQSGRSFQRTGTLAFERVYTANQNCVDAYPTFLVVLWTAGLLCSQVPAAFAGLMYLFVRQKYFVGYLGERTQSTPGYIFGKRIILFLFLMSLAGILNHYLIFFFGSDFENYIRTITTTISPLLLIP. The pIC50 is 7.8.